Dataset: Full USPTO retrosynthesis dataset with 1.9M reactions from patents (1976-2016). Task: Predict the reactants needed to synthesize the given product. (1) Given the product [CH3:20][O:19][C:17]1[CH:16]=[C:15]([CH2:21][CH2:8][CH2:3][OH:2])[CH:14]=[C:13]([O:12][CH3:11])[CH:18]=1.[CH3:34][O:35][C:36]1[CH:37]=[C:38]([CH2:39][CH2:28][CH2:29][CH2:30][CH2:25][OH:24])[CH:41]=[C:42]([O:44][CH3:45])[CH:43]=1, predict the reactants needed to synthesize it. The reactants are: C[O:2][C:3]1C=C(CO)C=C[CH:8]=1.[CH3:11][O:12][C:13]1[CH:14]=[C:15]([CH2:21]O)[CH:16]=[C:17]([O:19][CH3:20])[CH:18]=1.C[O:24][C:25]1C=C(CCO)[CH:28]=[CH:29][CH:30]=1.[CH3:34][O:35][C:36]1[CH:37]=[C:38]([CH:41]=[C:42]([O:44][CH3:45])[CH:43]=1)[CH:39]=O. (2) Given the product [OH:24][C:25]1[CH:26]=[C:27]2[C:31](=[CH:32][CH:33]=1)[NH:30][CH:29]=[C:28]2[CH2:34][C:35]([NH:19][C@H:11]([C:7]1[N:6]([CH2:5][C:4]2[CH:20]=[CH:21][CH:22]=[CH:23][C:3]=2[O:2][CH3:1])[CH:10]=[CH:9][N:8]=1)[CH2:12][C:13]1[CH:14]=[CH:15][CH:16]=[CH:17][CH:18]=1)=[O:36], predict the reactants needed to synthesize it. The reactants are: [CH3:1][O:2][C:3]1[CH:23]=[CH:22][CH:21]=[CH:20][C:4]=1[CH2:5][N:6]1[CH:10]=[CH:9][N:8]=[C:7]1[C@@H:11]([NH2:19])[CH2:12][C:13]1[CH:18]=[CH:17][CH:16]=[CH:15][CH:14]=1.[OH:24][C:25]1[CH:26]=[C:27]2[C:31](=[CH:32][CH:33]=1)[NH:30][CH:29]=[C:28]2[CH2:34][C:35](O)=[O:36].CN(C(ON1N=NC2C=CC=NC1=2)=[N+](C)C)C.F[P-](F)(F)(F)(F)F.C(N(C(C)C)CC)(C)C. (3) Given the product [NH2:24][C:25](=[O:30])[CH2:26][C:27]([O:23][C@@:9]1([C:14]#[C:15][C:16]2[CH:17]=[C:18]([CH3:22])[CH:19]=[CH:20][CH:21]=2)[CH2:10][CH2:11][CH2:12][C@@H:13]2[C@H:8]1[CH2:7][CH2:6][N:5]2[C:3]([O:2][CH3:1])=[O:4])=[O:28], predict the reactants needed to synthesize it. The reactants are: [CH3:1][O:2][C:3]([N:5]1[C@@H:13]2[C@@H:8]([C@@:9]([OH:23])([C:14]#[C:15][C:16]3[CH:17]=[C:18]([CH3:22])[CH:19]=[CH:20][CH:21]=3)[CH2:10][CH2:11][CH2:12]2)[CH2:7][CH2:6]1)=[O:4].[NH2:24][C:25](=[O:30])[CH2:26][C:27](O)=[O:28]. (4) Given the product [Br:1][C:2]1[C:7]([N:8]([CH3:19])[S:9]([C:12]2[CH:17]=[CH:16][C:15]([O:35][C:32]3[CH:33]=[CH:34][C:29]([O:28][C:27]([F:26])([F:36])[F:37])=[CH:30][CH:31]=3)=[CH:14][CH:13]=2)(=[O:11])=[O:10])=[CH:6][CH:5]=[CH:4][N:3]=1, predict the reactants needed to synthesize it. The reactants are: [Br:1][C:2]1[C:7]([N:8]([CH3:19])[S:9]([C:12]2[CH:17]=[CH:16][C:15](F)=[CH:14][CH:13]=2)(=[O:11])=[O:10])=[CH:6][CH:5]=[CH:4][N:3]=1.C([O-])([O-])=O.[K+].[K+].[F:26][C:27]([F:37])([F:36])[O:28][C:29]1[CH:34]=[CH:33][C:32]([OH:35])=[CH:31][CH:30]=1.CCOC(C)=O. (5) Given the product [CH2:1]([O:4][N:5]1[C:25](=[O:26])[N:10]2[CH2:11][C@H:6]1[CH:7]=[C:8]([CH3:15])[C@H:9]2[C:12]([NH2:14])=[O:13])[CH:2]=[CH2:3], predict the reactants needed to synthesize it. The reactants are: [CH2:1]([O:4][NH:5][C@H:6]1[CH2:11][NH:10][C@H:9]([C:12]([NH2:14])=[O:13])[C:8]([CH3:15])=[CH:7]1)[CH:2]=[CH2:3].C(N(C(C)C)C(C)C)C.[C:25](=O)(OC(Cl)(Cl)Cl)[O:26]C(Cl)(Cl)Cl.